This data is from Full USPTO retrosynthesis dataset with 1.9M reactions from patents (1976-2016). The task is: Predict the reactants needed to synthesize the given product. (1) The reactants are: [NH2:1][C:2]1[S:6][C:5](Br)=[N:4][C:3]=1[C:8]([NH:10][C:11]1[CH:12]=[N:13][N:14]([CH3:34])[C:15]=1[N:16]1[CH2:22][CH2:21][CH2:20][C@@H:19]([NH:23]C(=O)OCC2C=CC=CC=2)[CH2:18][CH2:17]1)=[O:9].[F:35][C:36]1[CH:37]=[CH:38][C:39]([OH:45])=[C:40](B(O)O)[CH:41]=1. Given the product [NH2:1][C:2]1[S:6][C:5]([C:38]2[CH:37]=[C:36]([F:35])[CH:41]=[CH:40][C:39]=2[OH:45])=[N:4][C:3]=1[C:8]([NH:10][C:11]1[CH:12]=[N:13][N:14]([CH3:34])[C:15]=1[N:16]1[CH2:22][CH2:21][CH2:20][C@@H:19]([NH2:23])[CH2:18][CH2:17]1)=[O:9], predict the reactants needed to synthesize it. (2) Given the product [CH3:1][O:2][C:3]1[CH:19]=[CH:18][C:17]([NH2:20])=[CH:16][C:4]=1[O:5][CH2:6][CH2:7][CH2:8][N:9]1[CH2:14][CH2:13][N:12]([CH3:15])[CH2:11][CH2:10]1, predict the reactants needed to synthesize it. The reactants are: [CH3:1][O:2][C:3]1[CH:19]=[CH:18][C:17]([N+:20]([O-])=O)=[CH:16][C:4]=1[O:5][CH2:6][CH2:7][CH2:8][N:9]1[CH2:14][CH2:13][N:12]([CH3:15])[CH2:11][CH2:10]1.[H][H]. (3) Given the product [CH2:26]([O:25][C:24](=[O:28])[CH2:16][C:15]([C:11]1[CH:12]=[CH:13][CH:14]=[C:9]([O:8][CH2:1][C:2]2[CH:3]=[CH:4][CH:5]=[CH:6][CH:7]=2)[CH:10]=1)=[O:17])[CH3:27], predict the reactants needed to synthesize it. The reactants are: [CH2:1]([O:8][C:9]1[CH:10]=[C:11]([C:15](=[O:17])[CH3:16])[CH:12]=[CH:13][CH:14]=1)[C:2]1[CH:7]=[CH:6][CH:5]=[CH:4][CH:3]=1.[H-].[Na+].C(O)(=O)C.[C:24](=O)([O:28]CC)[O:25][CH2:26][CH3:27]. (4) The reactants are: [N:1]([C:4]1[C:5]2[N:6]([CH:20]=[CH:21][N:22]=2)[CH:7]=[C:8]([C:12]2[CH:17]=[CH:16][C:15]([Cl:18])=[CH:14][C:13]=2[Cl:19])[C:9]=1[C:10]#[N:11])=[N+]=[N-].C1(P(C2C=CC=CC=2)C2C=CC=CC=2)C=CC=CC=1.Cl. Given the product [NH2:1][C:4]1[C:5]2[N:6]([CH:20]=[CH:21][N:22]=2)[CH:7]=[C:8]([C:12]2[CH:17]=[CH:16][C:15]([Cl:18])=[CH:14][C:13]=2[Cl:19])[C:9]=1[C:10]#[N:11], predict the reactants needed to synthesize it.